Dataset: Drug-target binding data from BindingDB using Kd measurements. Task: Regression. Given a target protein amino acid sequence and a drug SMILES string, predict the binding affinity score between them. We predict pKd (pKd = -log10(Kd in M); higher means stronger binding). Dataset: bindingdb_kd. (1) The compound is O=C(O)C(Cc1ccccc1)N1C(=O)/C(=C/c2cccc(Cl)c2)SC1=S. The target protein (P9WIQ1) has sequence MQPMTARFDLFVVGSGFFGLTIAERVATQLDKRVLVLERRPHIGGNAYSEAEPQTGIEVHKYGAHLFHTSNKRVWDYVRQFTDFTDYRHRVFAMHNGQAYQFPMGLGLVSQFFGKYFTPEQARQLIAEQAAEIDTADAQNLEEKAISLIGRPLYEAFVKGYTAKQWQTDPKELPAANITRLPVRYTFDNRYFSDTYEGLPTDGYTAWLQNMAADHRIEVRLNTDWFDVRGQLRPGSPAAPVVYTGPLDRYFDYAEGRLGWRTLDFEVEVLPIGDFQGTAVMNYNDLDVPYTRIHEFRHFHPERDYPTDKTVIMREYSRFAEDDDEPYYPINTEADRALLATYRARAKSETASSKVLFGGRLGTYQYLDMHMAIASALNMYDNVLAPHLRDGVPLLQDGA. The pKd is 4.8. (2) The drug is COc1c(Cl)cc2c([nH]c3cnccc32)c1NC(=O)c1cccnc1C. The target protein (Q6DT37) has sequence MERRLRALEQLARGEAGGCPGLDGLLDLLLALHHELSSGPLRRERSVAQFLSWASPFVSKVKELRLQRDDFEILKVIGRGAFGEVTVVRQRDTGQIFAMKMLHKWEMLKRAETACFREERDVLVKGDSRWVTTLHYAFQDEEYLYLVMDYYAGGDLLTLLSRFEDRLPPELAQFYLAEMVLAIHSLHQLGYVHRDVKPDNVLLDVNGHIRLADFGSCLRLNTNGMVDSSVAVGTPDYISPEILQAMEEGKGHYGPQCDWWSLGVCAYELLFGETPFYAESLVETYGKIMNHEDHLQFPPDVPDVPASAQDLIRQLLCRQEERLGRGGLDDFRNHPFFEGVDWERLASSTAPYIPELRGPMDTSNFDVDDDTLNHPGTLPPPSHGAFSGHHLPFVGFTYTSGSHSPESSSEAWAALERKLQCLEQEKVELSRKHQEALHAPTDHRELEQLRKEVQTLRDRLPEMLRDKASLSQTDGPPAGSPGQDSDLRQELDRLHRELAE.... The pKd is 5.0.